From a dataset of Catalyst prediction with 721,799 reactions and 888 catalyst types from USPTO. Predict which catalyst facilitates the given reaction. Reactant: [NH2:1][C:2]1[CH:10]=[CH:9][CH:8]=[CH:7][C:3]=1[CH2:4][CH2:5][OH:6].[C:11](Cl)(Cl)=[O:12].C1(C)C=CC=CC=1. Product: [CH:7]1[C:3]2[CH2:4][CH2:5][O:6][C:11](=[O:12])[NH:1][C:2]=2[CH:10]=[CH:9][CH:8]=1. The catalyst class is: 1.